Task: Predict the reactants needed to synthesize the given product.. Dataset: Full USPTO retrosynthesis dataset with 1.9M reactions from patents (1976-2016) (1) Given the product [F:1][C:2]1[CH:7]=[CH:6][CH:5]=[CH:4][C:3]=1[C:8]1[N:13]=[CH:12][C:11]([NH:14][C:15](=[O:34])[C:16]2[CH:21]=[CH:20][C:19]([O:22][CH3:23])=[C:18]([NH:24][C:25](=[O:33])[CH2:26][N:27]3[CH2:32][C@@H:31]4[CH2:36][C@H:28]3[CH2:29][O:30]4)[CH:17]=2)=[CH:10][CH:9]=1, predict the reactants needed to synthesize it. The reactants are: [F:1][C:2]1[CH:7]=[CH:6][CH:5]=[CH:4][C:3]=1[C:8]1[N:13]=[CH:12][C:11]([NH:14][C:15](=[O:34])[C:16]2[CH:21]=[CH:20][C:19]([O:22][CH3:23])=[C:18]([NH:24][C:25](=[O:33])[CH2:26][N:27]3[CH2:32][CH2:31][O:30][CH2:29][CH2:28]3)[CH:17]=2)=[CH:10][CH:9]=1.Cl.[C@H:36]12C[C@H](NC1)CO2.C(N(CC)CC)C. (2) The reactants are: [Cl:1][C:2]1[CH:24]=[N:23][C:5]2[N:6](COCC[Si](C)(C)C)[C:7]3[CH:12]=[N:11][C:10]([C:13]#[N:14])=[CH:9][C:8]=3[C:4]=2[C:3]=1[N:25]1[CH2:29][CH2:28][C@H:27]([N:30]([CH2:38][CH3:39])C(=O)OC(C)(C)C)[CH2:26]1.Br.[OH-].[Na+].Cl. Given the product [Cl:1][C:2]1[CH:24]=[N:23][C:5]2[NH:6][C:7]3[CH:12]=[N:11][C:10]([C:13]#[N:14])=[CH:9][C:8]=3[C:4]=2[C:3]=1[N:25]1[CH2:29][CH2:28][C@H:27]([NH:30][CH2:38][CH3:39])[CH2:26]1, predict the reactants needed to synthesize it. (3) Given the product [NH2:5][C:6]1[N:11]=[CH:10][C:9](/[CH:12]=[CH:13]/[C:14]([N:29]([CH2:28][C:21]2[C:22]3[C:27](=[CH:26][CH:25]=[CH:24][CH:23]=3)[N:19]([CH2:17][CH3:18])[CH:20]=2)[CH3:30])=[O:16])=[CH:8][CH:7]=1, predict the reactants needed to synthesize it. The reactants are: C(Cl)CCl.[NH2:5][C:6]1[N:11]=[CH:10][C:9](/[CH:12]=[CH:13]/[C:14]([OH:16])=O)=[CH:8][CH:7]=1.[CH2:17]([N:19]1[C:27]2[C:22](=[CH:23][CH:24]=[CH:25][CH:26]=2)[C:21]([CH2:28][NH:29][CH3:30])=[CH:20]1)[CH3:18].C1C=CC2N(O)N=NC=2C=1.O.C(N(C(C)C)CC)(C)C. (4) Given the product [C:1]([O:4][C@@H:5]1[C@@H:10]([O:11][C:12](=[O:14])[CH3:13])[C@H:9]([O:15][C:16](=[O:18])[CH3:17])[C@@H:8]([CH2:19][O:20][C:21](=[O:23])[CH3:22])[O:7][C@H:6]1[O:24][C:25]1[C:29]([CH2:30][C:31]2[CH:36]=[CH:35][C:34]([O:37][CH2:38][C:39]([C:42](=[O:43])[NH:49][C@H:50]([C:52](=[O:53])[NH2:54])[CH3:51])([CH3:41])[CH3:40])=[CH:33][CH:32]=2)=[C:28]([CH:45]([CH3:47])[CH3:46])[NH:27][N:26]=1)(=[O:3])[CH3:2], predict the reactants needed to synthesize it. The reactants are: [C:1]([O:4][C@@H:5]1[C@@H:10]([O:11][C:12](=[O:14])[CH3:13])[C@H:9]([O:15][C:16](=[O:18])[CH3:17])[C@@H:8]([CH2:19][O:20][C:21](=[O:23])[CH3:22])[O:7][C@H:6]1[O:24][C:25]1[C:29]([CH2:30][C:31]2[CH:36]=[CH:35][C:34]([O:37][CH2:38][C:39]([C:42](O)=[O:43])([CH3:41])[CH3:40])=[CH:33][CH:32]=2)=[C:28]([CH:45]([CH3:47])[CH3:46])[NH:27][N:26]=1)(=[O:3])[CH3:2].Cl.[NH2:49][C@H:50]([C:52]([NH2:54])=[O:53])[CH3:51].ON1C2C=CC=CC=2N=N1.Cl.C(N=C=NCCCN(C)C)C. (5) Given the product [O:30]1[CH2:35][CH2:34][CH:33]([NH:1][CH:2]([C:4]2[CH:9]=[C:8]([N:10]([CH2:19][O:20][CH2:21][CH2:22][Si:23]([CH3:26])([CH3:25])[CH3:24])[CH2:11][O:12][CH2:13][CH2:14][Si:15]([CH3:16])([CH3:18])[CH3:17])[N:7]3[N:27]=[CH:28][CH:29]=[C:6]3[N:5]=2)[CH3:3])[CH2:32][CH2:31]1, predict the reactants needed to synthesize it. The reactants are: [NH2:1][CH:2]([C:4]1[CH:9]=[C:8]([N:10]([CH2:19][O:20][CH2:21][CH2:22][Si:23]([CH3:26])([CH3:25])[CH3:24])[CH2:11][O:12][CH2:13][CH2:14][Si:15]([CH3:18])([CH3:17])[CH3:16])[N:7]2[N:27]=[CH:28][CH:29]=[C:6]2[N:5]=1)[CH3:3].[O:30]1[CH2:35][CH2:34][C:33](=O)[CH2:32][CH2:31]1.CC(O)=O.[BH3-]C#N.[Na+]. (6) Given the product [Cl:1][C:2]1[CH:7]=[CH:6][C:5]([NH:8][CH:9]2[CH2:12][S:11](=[O:16])[CH2:10]2)=[C:4]([N+:13]([O-:15])=[O:14])[CH:3]=1, predict the reactants needed to synthesize it. The reactants are: [Cl:1][C:2]1[CH:7]=[CH:6][C:5]([NH:8][CH:9]2[CH2:12][S:11][CH2:10]2)=[C:4]([N+:13]([O-:15])=[O:14])[CH:3]=1.[OH:16]OS([O-])=O.[K+]. (7) Given the product [CH3:18][C@@H:12]([NH:11][C:9](=[O:10])[O:8][CH2:1][C:2]1[CH:7]=[CH:6][CH:5]=[CH:4][CH:3]=1)[CH:13]=[O:17], predict the reactants needed to synthesize it. The reactants are: [CH2:1]([O:8][C:9]([NH:11][C@H:12]([CH3:18])[C:13](=[O:17])SCC)=[O:10])[C:2]1[CH:7]=[CH:6][CH:5]=[CH:4][CH:3]=1.C([SiH](CC)CC)C.